The task is: Predict the reaction yield, written as a fraction of the theoretical maximum amount of product (1.0 means a 100% yield; for example, 0.34 means a 34% yield).. This data is from Reaction yield outcomes from USPTO patents with 853,638 reactions. (1) The reactants are [F:1][C:2]1[CH:3]=[C:4]2[C:9](=[C:10]([C:12](O)=[O:13])[CH:11]=1)[NH:8][CH:7]([C:15]1[CH:20]=[CH:19][CH:18]=[C:17]([N:21]3[CH2:25][CH2:24][CH2:23][CH2:22]3)[CH:16]=1)[CH2:6][C:5]2([CH3:27])[CH3:26].[CH:28]1([S:31]([NH2:34])(=[O:33])=[O:32])[CH2:30][CH2:29]1. The catalyst is CN(C)C1C=CN=CC=1.ClCCl. The product is [F:1][C:2]1[CH:3]=[C:4]2[C:9](=[C:10]([C:12]([NH:34][S:31]([CH:28]3[CH2:30][CH2:29]3)(=[O:33])=[O:32])=[O:13])[CH:11]=1)[NH:8][CH:7]([C:15]1[CH:20]=[CH:19][CH:18]=[C:17]([N:21]3[CH2:25][CH2:24][CH2:23][CH2:22]3)[CH:16]=1)[CH2:6][C:5]2([CH3:27])[CH3:26]. The yield is 0.200. (2) The reactants are [NH3:1].[C:2]([O:6][CH3:7])(=[O:5])[CH:3]=[CH2:4]. No catalyst specified. The product is [CH3:7][O:6][C:2]([CH2:3][CH2:4][N:1]([CH2:4][CH2:3][C:2]([O:6][CH3:7])=[O:5])[CH2:4][CH2:3][C:2]([O:6][CH3:7])=[O:5])=[O:5]. The yield is 0.760.